Dataset: Full USPTO retrosynthesis dataset with 1.9M reactions from patents (1976-2016). Task: Predict the reactants needed to synthesize the given product. (1) Given the product [Br-:1].[Cl:11][C:10]1[C:5]([C:3](=[O:4])[CH2:2][N+:13]23[CH2:22][N:17]4[CH2:18][N:19]([CH2:21][N:15]([CH2:16]4)[CH2:14]2)[CH2:20]3)=[N:6][CH:7]=[C:8]([Cl:12])[CH:9]=1, predict the reactants needed to synthesize it. The reactants are: [Br:1][CH2:2][C:3]([C:5]1[C:10]([Cl:11])=[CH:9][C:8]([Cl:12])=[CH:7][N:6]=1)=[O:4].[N:13]12[CH2:22][N:17]3[CH2:18][N:19]([CH2:21][N:15]([CH2:16]3)[CH2:14]1)[CH2:20]2. (2) Given the product [Cl:8][C:4]1[CH:5]=[CH:6][CH:7]=[C:2]([Cl:1])[C:3]=1[CH2:9][O:10][C:11]1[CH:16]=[CH:15][C:14]2[C:17]3([CH2:23][O:24][C:13]=2[CH:12]=1)[CH2:18][CH2:19][N:20]([CH:26]1[CH2:27][CH:28]([C:30]([O:32][C:33]([CH3:36])([CH3:35])[CH3:34])=[O:31])[CH2:29]1)[CH2:21][CH2:22]3, predict the reactants needed to synthesize it. The reactants are: [Cl:1][C:2]1[CH:7]=[CH:6][CH:5]=[C:4]([Cl:8])[C:3]=1[CH2:9][O:10][C:11]1[CH:16]=[CH:15][C:14]2[C:17]3([CH2:23][O:24][C:13]=2[CH:12]=1)[CH2:22][CH2:21][NH:20][CH2:19][CH2:18]3.O=[C:26]1[CH2:29][CH:28]([C:30]([O:32][C:33]([CH3:36])([CH3:35])[CH3:34])=[O:31])[CH2:27]1.C(O[BH-](OC(=O)C)OC(=O)C)(=O)C.[Na+]. (3) Given the product [Cl:1][C:2]1[CH:3]=[CH:4][C:5]([CH:8]2[CH2:13][C:12](=[O:14])[NH:11][C:10]([CH3:15])=[C:9]2[C:16]([OH:18])=[O:17])=[CH:6][CH:7]=1, predict the reactants needed to synthesize it. The reactants are: [Cl:1][C:2]1[CH:7]=[CH:6][C:5]([CH:8]2[CH2:13][C:12](=[O:14])[NH:11][C:10]([CH3:15])=[C:9]2[C:16]([O:18]C)=[O:17])=[CH:4][CH:3]=1.C1COCC1.[OH-].[Na+]. (4) Given the product [F:1][C:2]1[CH:3]=[CH:4][C:5]([O:9][C:10]2[CH:15]=[CH:14][CH:13]=[CH:12][CH:11]=2)=[C:6]([NH:8][CH2:23][C:22]2[CH:25]=[C:18]([O:17][CH3:16])[CH:19]=[CH:20][C:21]=2[O:26][CH2:27][CH2:28][O:29][CH:30]2[CH2:35][CH2:34][CH2:33][CH2:32][O:31]2)[CH:7]=1, predict the reactants needed to synthesize it. The reactants are: [F:1][C:2]1[CH:3]=[CH:4][C:5]([O:9][C:10]2[CH:15]=[CH:14][CH:13]=[CH:12][CH:11]=2)=[C:6]([NH2:8])[CH:7]=1.[CH3:16][O:17][C:18]1[CH:19]=[CH:20][C:21]([O:26][CH2:27][CH2:28][O:29][CH:30]2[CH2:35][CH2:34][CH2:33][CH2:32][O:31]2)=[C:22]([CH:25]=1)[CH:23]=O.[Na]. (5) The reactants are: [N:1]1[C:10]2[C:5](=[CH:6][C:7]([CH:11]([CH3:15])[C:12]([OH:14])=O)=[CH:8][CH:9]=2)[CH:4]=[CH:3][CH:2]=1.CCN(C(C)C)C(C)C.[Cl:25][C:26]1[N:31]=[N:30][C:29]([NH:32][NH2:33])=[CH:28][CH:27]=1. Given the product [Cl:25][C:26]1[N:31]=[N:30][C:29]([NH:32][NH:33][C:12](=[O:14])[CH:11]([C:7]2[CH:6]=[C:5]3[C:10](=[CH:9][CH:8]=2)[N:1]=[CH:2][CH:3]=[CH:4]3)[CH3:15])=[CH:28][CH:27]=1, predict the reactants needed to synthesize it. (6) Given the product [CH3:26][O:27][C:28]1[C:38]([O:39][CH3:40])=[C:37]([O:41][CH3:42])[CH:36]=[CH:35][C:29]=1[CH:30]=[CH:31][C:32]([N:23]1[CH2:24][CH2:25][N:20]([CH2:19][C:17]2[CH:16]=[CH:15][N:14]=[C:13]([C:5]3[CH:6]=[C:7]([O:11][CH3:12])[C:8]([O:9][CH3:10])=[C:3]([O:2][CH3:1])[CH:4]=3)[CH:18]=2)[CH2:21][CH2:22]1)=[O:33], predict the reactants needed to synthesize it. The reactants are: [CH3:1][O:2][C:3]1[CH:4]=[C:5]([C:13]2[CH:18]=[C:17]([CH2:19][N:20]3[CH2:25][CH2:24][NH:23][CH2:22][CH2:21]3)[CH:16]=[CH:15][N:14]=2)[CH:6]=[C:7]([O:11][CH3:12])[C:8]=1[O:9][CH3:10].[CH3:26][O:27][C:28]1[C:38]([O:39][CH3:40])=[C:37]([O:41][CH3:42])[CH:36]=[CH:35][C:29]=1[CH:30]=[CH:31][C:32](O)=[O:33]. (7) Given the product [F:8][C:7]1[C:2]([F:1])=[C:3]([O:9][CH3:10])[CH:4]=[CH:5][C:6]=1[CH:27]=[O:28], predict the reactants needed to synthesize it. The reactants are: [F:1][C:2]1[C:7]([F:8])=[CH:6][CH:5]=[CH:4][C:3]=1[O:9][CH3:10].CN(C)CCN(C)C.[Li]CCCC.Cl.C1C[O:28][CH2:27]C1.